This data is from Catalyst prediction with 721,799 reactions and 888 catalyst types from USPTO. The task is: Predict which catalyst facilitates the given reaction. Reactant: C(OC([N:8]1[CH2:30][CH2:29][N:11]2[C:12](=[O:28])[C:13]3[C:18]([C@@H:10]2[CH2:9]1)=[CH:17][C:16]([C:19]1[O:20][CH:21]=[CH:22][CH:23]=1)=[CH:15][C:14]=3[C:24]([F:27])([F:26])[F:25])=O)(C)(C)C.[ClH:31]. Product: [ClH:31].[O:20]1[CH:21]=[CH:22][CH:23]=[C:19]1[C:16]1[CH:17]=[C:18]2[C:13]([C:12](=[O:28])[N:11]3[CH2:29][CH2:30][NH:8][CH2:9][C@H:10]32)=[C:14]([C:24]([F:26])([F:27])[F:25])[CH:15]=1. The catalyst class is: 27.